From a dataset of Serine/threonine kinase 33 screen with 319,792 compounds. Binary Classification. Given a drug SMILES string, predict its activity (active/inactive) in a high-throughput screening assay against a specified biological target. The molecule is S(=O)(=O)(NC(CCSC)C(=O)NCCc1ncccc1)c1cc2OCCOc2cc1. The result is 0 (inactive).